From a dataset of Forward reaction prediction with 1.9M reactions from USPTO patents (1976-2016). Predict the product of the given reaction. (1) Given the reactants C(C1C=CC([C:11]2[N:16]=[C:15]([C:17]3[CH:22]=[CH:21][C:20]([C:23]([CH3:26])([CH3:25])[CH3:24])=[CH:19][CH:18]=3)[N:14]=[C:13]([C:27]3[CH:32]=[C:31]([CH2:33][CH2:34][CH2:35][CH2:36][CH2:37][CH3:38])[C:30]([OH:39])=[CH:29][C:28]=3[OH:40])[N:12]=2)=CC=1)(C)(C)C.C(=O)([O-])[O-].[K+].[K+].[I-].[K+].Cl[CH2:50][C:51]([O:53][CH2:54][CH3:55])=[O:52], predict the reaction product. The product is: [C:23]([C:20]1[CH:19]=[CH:18][C:17]([C:15]2[NH:14][C:13]([C:17]3[CH:22]=[CH:21][C:20]([C:23]([CH3:26])([CH3:25])[CH3:24])=[CH:19][CH:18]=3)([C:27]3[CH:32]=[C:31]([CH2:33][CH2:34][CH2:35][CH2:36][CH2:37][CH3:38])[C:30]([O:39][CH2:50][C:51]([O:53][CH2:54][CH3:55])=[O:52])=[CH:29][C:28]=3[OH:40])[N:12]=[CH:11][N:16]=2)=[CH:22][CH:21]=1)([CH3:24])([CH3:25])[CH3:26]. (2) Given the reactants [CH2:1]([O:8][C:9]1[CH:14]=[C:13]([O:15][CH2:16][C:17]2[CH:22]=[CH:21][CH:20]=[CH:19][CH:18]=2)[CH:12]=[CH:11][C:10]=1[C:23]1[NH:27][C:26]2[CH:28]=[C:29]([C:31]([O:33][CH3:34])=[O:32])[S:30][C:25]=2[C:24]=1[CH:35]1[CH2:40][CH2:39][CH2:38][CH2:37][CH2:36]1)[C:2]1[CH:7]=[CH:6][CH:5]=[CH:4][CH:3]=1.[H-].[Na+].Br[CH2:44][CH2:45][O:46][CH2:47][C:48]1[CH:53]=[CH:52][CH:51]=[CH:50][CH:49]=1.C(OCC)(=O)C, predict the reaction product. The product is: [CH2:47]([O:46][CH2:45][CH2:44][N:27]1[C:23]([C:10]2[CH:11]=[CH:12][C:13]([O:15][CH2:16][C:17]3[CH:22]=[CH:21][CH:20]=[CH:19][CH:18]=3)=[CH:14][C:9]=2[O:8][CH2:1][C:2]2[CH:7]=[CH:6][CH:5]=[CH:4][CH:3]=2)=[C:24]([CH:35]2[CH2:40][CH2:39][CH2:38][CH2:37][CH2:36]2)[C:25]2[S:30][C:29]([C:31]([O:33][CH3:34])=[O:32])=[CH:28][C:26]1=2)[C:48]1[CH:53]=[CH:52][CH:51]=[CH:50][CH:49]=1. (3) Given the reactants Br[C:2]1[CH:22]=[C:21]([CH3:23])[CH:20]=[CH:19][C:3]=1[O:4][C:5]1[C:14]2[C:9](=[CH:10][C:11]([O:17][CH3:18])=[C:12]([O:15][CH3:16])[CH:13]=2)[N:8]=[CH:7][CH:6]=1.C([Li])CCC.CCCCCC.[C:35]([C:39]1[CH:44]=[CH:43][C:42]([C:45](Cl)=[O:46])=[CH:41][CH:40]=1)([CH3:38])([CH3:37])[CH3:36].O, predict the reaction product. The product is: [C:35]([C:39]1[CH:40]=[CH:41][C:42]([C:45]([C:2]2[CH:22]=[C:21]([CH3:23])[CH:20]=[CH:19][C:3]=2[O:4][C:5]2[C:14]3[C:9](=[CH:10][C:11]([O:17][CH3:18])=[C:12]([O:15][CH3:16])[CH:13]=3)[N:8]=[CH:7][CH:6]=2)=[O:46])=[CH:43][CH:44]=1)([CH3:38])([CH3:36])[CH3:37]. (4) Given the reactants [F:1][C:2]1[CH:7]=[CH:6][C:5]([C@@H:8]([NH:10][C:11]([C:13]2[N:18]=[CH:17][N:16]=[C:15]([NH:19]C(=O)OC(C)(C)C)[CH:14]=2)=[O:12])[CH3:9])=[CH:4][CH:3]=1.[ClH:27], predict the reaction product. The product is: [ClH:27].[NH2:19][C:15]1[N:16]=[CH:17][N:18]=[C:13]([C:11]([NH:10][C@H:8]([C:5]2[CH:4]=[CH:3][C:2]([F:1])=[CH:7][CH:6]=2)[CH3:9])=[O:12])[CH:14]=1. (5) The product is: [C:1]([O:5][C@@H:6]([C:12]1[C:38]([CH3:39])=[CH:37][C:15]2[N:16]=[C:17]([C:19]3[CH:24]=[CH:23][N:22]=[C:21]([C:25]4[CH:33]=[C:32]5[C:28]([C:29](=[O:36])[N:30]([CH3:35])[N:31]5[CH3:34])=[CH:27][CH:26]=4)[CH:20]=3)[S:18][C:14]=2[C:13]=1[C:40]1[CH:41]=[CH:42][C:43]([Cl:46])=[CH:44][CH:45]=1)[C:7]([OH:9])=[O:8])([CH3:4])([CH3:2])[CH3:3]. Given the reactants [C:1]([O:5][C@@H:6]([C:12]1[C:38]([CH3:39])=[CH:37][C:15]2[N:16]=[C:17]([C:19]3[CH:24]=[CH:23][N:22]=[C:21]([C:25]4[CH:33]=[C:32]5[C:28]([C:29](=[O:36])[N:30]([CH3:35])[N:31]5[CH3:34])=[CH:27][CH:26]=4)[CH:20]=3)[S:18][C:14]=2[C:13]=1[C:40]1[CH:45]=[CH:44][C:43]([Cl:46])=[CH:42][CH:41]=1)[C:7]([O:9]CC)=[O:8])([CH3:4])([CH3:3])[CH3:2].[OH-].[Na+], predict the reaction product. (6) Given the reactants [CH2:1]1[C:3]([NH2:7])([C:4]([OH:6])=[O:5])[CH2:2]1.Cl[Si](C)(C)C.CCN(C(C)C)C(C)C.Cl[C:23]([O:25][CH:26](Cl)[CH:27](C)C)=[O:24].[C:31]1([CH2:37][C:38]([OH:40])=[O:39])[CH:36]=[CH:35][CH:34]=[CH:33][CH:32]=1, predict the reaction product. The product is: [C:31]1([CH2:37][C:38]([O:40][CH2:27][CH2:26][O:25][C:23]([NH:7][C:3]2([C:4]([OH:6])=[O:5])[CH2:2][CH2:1]2)=[O:24])=[O:39])[CH:36]=[CH:35][CH:34]=[CH:33][CH:32]=1.